This data is from Reaction yield outcomes from USPTO patents with 853,638 reactions. The task is: Predict the reaction yield, written as a fraction of the theoretical maximum amount of product (1.0 means a 100% yield; for example, 0.34 means a 34% yield). (1) The reactants are [NH2:1][C:2]1[C:3]([C:9]([O:11][CH3:12])=[O:10])=[N:4][C:5](Br)=[CH:6][CH:7]=1.[F:13][C:14]1[CH:19]=[CH:18][CH:17]=[C:16]([F:20])[C:15]=1B(O)O. The catalyst is C1C=CC(P(C2C=CC=CC=2)[C-]2C=CC=C2)=CC=1.C1C=CC(P(C2C=CC=CC=2)[C-]2C=CC=C2)=CC=1.Cl[Pd]Cl.[Fe+2].C(Cl)Cl.COCCOC. The product is [NH2:1][C:2]1[C:3]([C:9]([O:11][CH3:12])=[O:10])=[N:4][C:5]([C:15]2[C:14]([F:13])=[CH:19][CH:18]=[CH:17][C:16]=2[F:20])=[CH:6][CH:7]=1. The yield is 0.470. (2) The product is [CH3:1][C:2]1[N:3]=[C:4]2[CH:12]=[CH:11][CH:10]=[C:9]3[N:5]2[C:6]=1[C:7]([S:13][CH2:15][CH2:16][CH2:17][CH2:18][N:19]1[C:23](=[O:24])[C:22]2=[CH:25][CH:26]=[CH:27][CH:28]=[C:21]2[C:20]1=[O:29])=[N:8]3. The reactants are [CH3:1][C:2]1[N:3]=[C:4]2[CH:12]=[CH:11][CH:10]=[C:9]3[N:5]2[C:6]=1[C:7](=[S:13])[NH:8]3.Br[CH2:15][CH2:16][CH2:17][CH2:18][N:19]1[C:23](=[O:24])[C:22]2=[CH:25][CH:26]=[CH:27][CH:28]=[C:21]2[C:20]1=[O:29].C(N(CC)CC)C.O. The catalyst is CN(C=O)C. The yield is 0.631. (3) The reactants are [I:1][C:2]1[CH:12]=[N:11][C:5]2[NH:6][CH2:7][C:8](=[O:10])[NH:9][C:4]=2[CH:3]=1.[F:13][C:14]1[CH:21]=[CH:20][C:19]([F:22])=[CH:18][C:15]=1[CH2:16]Br. No catalyst specified. The product is [F:13][C:14]1[CH:21]=[CH:20][C:19]([F:22])=[CH:18][C:15]=1[CH2:16][N:9]1[C:8](=[O:10])[CH2:7][NH:6][C:5]2[N:11]=[CH:12][C:2]([I:1])=[CH:3][C:4]1=2. The yield is 0.700. (4) The reactants are [C:1]([C:4]1[CH:5]=[C:6](B(O)O)[CH:7]=[CH:8][CH:9]=1)(=[O:3])[CH3:2].[F-].[K+].Cl[C:16]1[CH:17]=[N:18][CH:19]=[CH:20][CH:21]=1. The yield is 0.920. The catalyst is C([O-])(=O)C.[Pd+2].C([O-])(=O)C.C(P(C(C)(C)C)C1C=CC=CC=1C1C=CC=CC=1)(C)(C)C.C1COCC1. The product is [C:1]([C:4]1[CH:5]=[C:6]([C:16]2[CH:17]=[N:18][CH:19]=[CH:20][CH:21]=2)[CH:7]=[CH:8][CH:9]=1)(=[O:3])[CH3:2]. (5) The reactants are [F:1][C:2]1[CH:7]=[CH:6][CH:5]=[CH:4][C:3]=1[C:8]1[CH:13]=[CH:12][N:11]=[CH:10][C:9]=1[N:14]([CH2:31][CH2:32][S:33]([CH3:36])(=[O:35])=[O:34])[C:15](=[O:30])[C:16]1[CH:21]=[C:20]([C:22]([F:25])([F:24])[F:23])N=[C:18]([C:26]([F:29])([F:28])[F:27])[CH:17]=1.F[C:38](F)(F)C1C=C(C=C(C(F)(F)F)C=1)C(O)=O. No catalyst specified. The product is [F:1][C:2]1[CH:7]=[CH:6][CH:5]=[CH:4][C:3]=1[C:8]1[CH:13]=[CH:12][N:11]=[CH:10][C:9]=1[N:14]([CH2:31][CH2:32][S:33]([CH3:36])(=[O:35])=[O:34])[C:15](=[O:30])[C:16]1[CH:21]=[C:20]([C:22]([F:24])([F:23])[F:25])[CH:38]=[C:18]([C:26]([F:28])([F:29])[F:27])[CH:17]=1. The yield is 0.0800. (6) The reactants are [NH2:1][C:2]1[CH:9]=[CH:8][C:5]([C:6]#[N:7])=[CH:4][C:3]=1[N+:10]([O-:12])=[O:11].[CH3:13][S:14](Cl)(=[O:16])=[O:15]. The catalyst is C1COCC1. The product is [C:6]([C:5]1[CH:8]=[CH:9][C:2]([NH:1][S:14]([CH3:13])(=[O:16])=[O:15])=[C:3]([N+:10]([O-:12])=[O:11])[CH:4]=1)#[N:7]. The yield is 0.160. (7) The reactants are CC1(C)[O:6][CH:5]([CH2:7][O:8][NH:9][C:10]([C:12]2[C:20]([NH:21][C:22]3[CH:27]=[CH:26][C:25]([Br:28])=[CH:24][C:23]=3[Cl:29])=[C:19]([F:30])[C:15]3[N:16]=[CH:17][S:18][C:14]=3[CH:13]=2)=[O:11])[CH2:4][O:3]1.FC(F)(F)C(O)=O.C(=O)(O)[O-].[Na+]. The catalyst is C(Cl)Cl. The product is [OH:6][CH:5]([CH2:4][OH:3])[CH2:7][O:8][NH:9][C:10]([C:12]1[C:20]([NH:21][C:22]2[CH:27]=[CH:26][C:25]([Br:28])=[CH:24][C:23]=2[Cl:29])=[C:19]([F:30])[C:15]2[N:16]=[CH:17][S:18][C:14]=2[CH:13]=1)=[O:11]. The yield is 0.586.